From a dataset of Forward reaction prediction with 1.9M reactions from USPTO patents (1976-2016). Predict the product of the given reaction. (1) Given the reactants [N+:1]([C:4]1[S:8][CH:7]=[C:6]([C:9]#[N:10])[C:5]=1[C:11]1[S:12][CH:13]=[CH:14][N:15]=1)([O-])=O, predict the reaction product. The product is: [NH2:1][C:4]1[S:8][CH:7]=[C:6]([C:9]#[N:10])[C:5]=1[C:11]1[S:12][CH:13]=[CH:14][N:15]=1. (2) Given the reactants [OH:1][CH2:2][CH2:3][N:4]1[CH:8]=[C:7]([C:9]([NH:11][CH2:12][C:13]2[CH:18]=[CH:17][C:16]([C:19]([F:22])([F:21])[F:20])=[CH:15][CH:14]=2)=[O:10])[C:6]([O:23][CH:24]([CH3:26])[CH3:25])=[N:5]1.[CH2:27]([C:29]1[CH:30]=[N:31][N:32]([CH2:35][C:36]([O:38]CC)=[O:37])[C:33]=1O)[CH3:28].C(P(CCCC)CCCC)CCC.N(C(N1CCCCC1)=O)=NC(N1CCCCC1)=O.O1CCCC1CO.[OH-].[Na+].Cl, predict the reaction product. The product is: [CH2:27]([C:29]1[CH:30]=[N:31][N:32]([CH2:35][C:36]([OH:38])=[O:37])[C:33]=1[O:1][CH2:2][CH2:3][N:4]1[CH:8]=[C:7]([C:9]([NH:11][CH2:12][C:13]2[CH:18]=[CH:17][C:16]([C:19]([F:20])([F:22])[F:21])=[CH:15][CH:14]=2)=[O:10])[C:6]([O:23][CH:24]([CH3:26])[CH3:25])=[N:5]1)[CH3:28].